Dataset: NCI-60 drug combinations with 297,098 pairs across 59 cell lines. Task: Regression. Given two drug SMILES strings and cell line genomic features, predict the synergy score measuring deviation from expected non-interaction effect. (1) Drug 1: C1=CC(=CC=C1CC(C(=O)O)N)N(CCCl)CCCl.Cl. Drug 2: CC1CCC2CC(C(=CC=CC=CC(CC(C(=O)C(C(C(=CC(C(=O)CC(OC(=O)C3CCCCN3C(=O)C(=O)C1(O2)O)C(C)CC4CCC(C(C4)OC)OCCO)C)C)O)OC)C)C)C)OC. Cell line: HOP-92. Synergy scores: CSS=12.8, Synergy_ZIP=-6.05, Synergy_Bliss=-0.640, Synergy_Loewe=-0.264, Synergy_HSA=0.821. (2) Drug 1: C1CCC(C1)C(CC#N)N2C=C(C=N2)C3=C4C=CNC4=NC=N3. Drug 2: C1CC(=O)NC(=O)C1N2CC3=C(C2=O)C=CC=C3N. Cell line: HCT-15. Synergy scores: CSS=1.66, Synergy_ZIP=-0.818, Synergy_Bliss=0.737, Synergy_Loewe=-0.553, Synergy_HSA=-0.409. (3) Drug 1: CC1=CC2C(CCC3(C2CCC3(C(=O)C)OC(=O)C)C)C4(C1=CC(=O)CC4)C. Cell line: MDA-MB-231. Synergy scores: CSS=-5.17, Synergy_ZIP=6.30, Synergy_Bliss=7.79, Synergy_Loewe=1.34, Synergy_HSA=-0.122. Drug 2: C(CN)CNCCSP(=O)(O)O.